This data is from Catalyst prediction with 721,799 reactions and 888 catalyst types from USPTO. The task is: Predict which catalyst facilitates the given reaction. (1) Reactant: [F:1][C:2]1[CH:3]=[CH:4][C:5]([CH3:32])=[C:6]([CH:31]=1)[O:7][CH2:8][C:9]1[C:18]([C:19]2[CH:24]=[CH:23][C:22]([OH:25])=[CH:21][C:20]=2[O:26][CH3:27])=[CH:17][CH:16]=[C:15]2[C:10]=1[C:11]([CH3:30])=[CH:12][C:13]([CH3:29])([CH3:28])[NH:14]2.C(=O)([O-])[O-].[K+].[K+].[CH2:39](Br)[C:40]1[CH:45]=[CH:44][CH:43]=[CH:42][CH:41]=1.C(OCC)(=O)C. Product: [CH2:39]([O:25][C:22]1[CH:23]=[CH:24][C:19]([C:18]2[C:9]([CH2:8][O:7][C:6]3[CH:31]=[C:2]([F:1])[CH:3]=[CH:4][C:5]=3[CH3:32])=[C:10]3[C:15](=[CH:16][CH:17]=2)[NH:14][C:13]([CH3:28])([CH3:29])[CH:12]=[C:11]3[CH3:30])=[C:20]([O:26][CH3:27])[CH:21]=1)[C:40]1[CH:45]=[CH:44][CH:43]=[CH:42][CH:41]=1. The catalyst class is: 9. (2) Product: [CH2:7]([O:26][C:19]1[CH:20]=[C:21]([CH:24]=[CH:25][C:18]=1[O:17][CH2:15][CH3:16])[CH:22]=[O:23])[C:8]1[CH:13]=[CH:12][CH:11]=[CH:10][CH:9]=1. Reactant: C(=O)([O-])[O-].[K+].[K+].[CH2:7](Cl)[C:8]1[CH:13]=[CH:12][CH:11]=[CH:10][CH:9]=1.[CH2:15]([O:17][C:18]1[CH:25]=[CH:24][C:21]([CH:22]=[O:23])=[CH:20][C:19]=1[OH:26])[CH3:16].Cl. The catalyst class is: 815. (3) Reactant: [NH2:1][CH2:2][CH2:3][CH2:4][NH:5][C:6](=[O:12])[O:7][C:8]([CH3:11])([CH3:10])[CH3:9].[F:13][C:14]1[CH:19]=[CH:18][C:17]([S:20](Cl)(=[O:22])=[O:21])=[C:16]([C:24]([F:27])([F:26])[F:25])[CH:15]=1.C(N(CC)CC)C. Product: [F:13][C:14]1[CH:19]=[CH:18][C:17]([S:20]([NH:1][CH2:2][CH2:3][CH2:4][NH:5][C:6](=[O:12])[O:7][C:8]([CH3:9])([CH3:11])[CH3:10])(=[O:21])=[O:22])=[C:16]([C:24]([F:27])([F:25])[F:26])[CH:15]=1. The catalyst class is: 4. (4) Reactant: C(N(CC)CC)C.[CH2:8]([NH2:13])[CH2:9][CH2:10][C:11]#[CH:12].Cl[CH2:15][C:16]([N:18]1[CH2:37][CH2:36][C:21]2[N:22]=[C:23]([NH:26][CH:27]3[CH2:35][C:34]4[C:29](=[CH:30][CH:31]=[CH:32][CH:33]=4)[CH2:28]3)[N:24]=[CH:25][C:20]=2[CH2:19]1)=[O:17]. Product: [CH2:28]1[C:29]2[C:34](=[CH:33][CH:32]=[CH:31][CH:30]=2)[CH2:35][CH:27]1[NH:26][C:23]1[N:24]=[CH:25][C:20]2[CH2:19][N:18]([C:16](=[O:17])[CH2:15][NH:13][CH2:8][CH2:9][CH2:10][C:11]#[CH:12])[CH2:37][CH2:36][C:21]=2[N:22]=1. The catalyst class is: 7. (5) Reactant: N([O-])=O.[Na+].Cl.C(O)(=O)C.[CH:10]([C@@H:14]1[N:19]([CH3:20])[CH2:18][CH2:17][N:16]([C:21]([C:23]2[N:28]=[N:27][C:26]([C:29]([NH:31]N)=[O:30])=[C:25]([CH2:33][CH:34]([CH3:36])[CH3:35])[CH:24]=2)=[O:22])[CH2:15]1)([CH2:12][CH3:13])[CH3:11].C(=O)(O)[O-].[Na+].N[C@H:43]([CH2:47][OH:48])[CH:44]([CH3:46])[CH3:45]. Product: [OH:48][CH2:47][C@@H:43]([NH:31][C:29]([C:26]1[N:27]=[N:28][C:23]([C:21]([N:16]2[CH2:17][CH2:18][N:19]([CH3:20])[C@@H:14]([CH:10]([CH2:12][CH3:13])[CH3:11])[CH2:15]2)=[O:22])=[CH:24][C:25]=1[CH2:33][CH:34]([CH3:36])[CH3:35])=[O:30])[CH:44]([CH3:46])[CH3:45]. The catalyst class is: 6. (6) Reactant: [CH3:1][N:2]([CH3:18])[C:3]1[N:8]=[C:7]([NH:9][C@@H:10]2[CH2:15][CH2:14][C@H:13]([NH2:16])[CH2:12][CH2:11]2)[CH:6]=[C:5]([CH3:17])[N:4]=1.N1C=CC=CC=1.[Cl:25][C:26]1[CH:27]=[C:28]([CH:32]=[CH:33][C:34]=1[Cl:35])[C:29](Cl)=[O:30].[C:36]([OH:42])([C:38]([F:41])([F:40])[F:39])=[O:37]. Product: [F:39][C:38]([F:41])([F:40])[C:36]([OH:42])=[O:37].[Cl:25][C:26]1[CH:27]=[C:28]([CH:32]=[CH:33][C:34]=1[Cl:35])[C:29]([NH:16][C@H:13]1[CH2:14][CH2:15][C@@H:10]([NH:9][C:7]2[CH:6]=[C:5]([CH3:17])[N:4]=[C:3]([N:2]([CH3:18])[CH3:1])[N:8]=2)[CH2:11][CH2:12]1)=[O:30]. The catalyst class is: 623. (7) Reactant: [CH2:1]([N:8]([CH3:24])[C:9]1[C:10](=[O:23])[NH:11][C:12]2[C:17]([N:18]=1)=[CH:16][C:15]([C:19]([O:21][CH3:22])=[O:20])=[CH:14][CH:13]=2)[C:2]1[CH:7]=[CH:6][CH:5]=[CH:4][CH:3]=1.N1C=CC=CC=1.[O:31](S(C(F)(F)F)(=O)=O)[S:32]([C:35]([F:38])([F:37])[F:36])(=O)=[O:33]. Product: [CH2:1]([N:8]([CH3:24])[C:9]1[C:10]([O:23][S:32]([C:35]([F:38])([F:37])[F:36])(=[O:33])=[O:31])=[N:11][C:12]2[C:17]([N:18]=1)=[CH:16][C:15]([C:19]([O:21][CH3:22])=[O:20])=[CH:14][CH:13]=2)[C:2]1[CH:7]=[CH:6][CH:5]=[CH:4][CH:3]=1. The catalyst class is: 4.